This data is from Forward reaction prediction with 1.9M reactions from USPTO patents (1976-2016). The task is: Predict the product of the given reaction. (1) Given the reactants [CH:1]1([C@@H:6]2[CH2:11][CH2:10][C@H:9]([O:12][C:13]3[C:14]([C:30]([F:33])([F:32])[F:31])=[C:15]4[C:20](=[CH:21][CH:22]=3)[CH:19]=[C:18]([C@:23]3([CH3:29])[CH2:27][O:26]C(=O)[NH:24]3)[CH:17]=[CH:16]4)[CH2:8][CH2:7]2)[CH2:5][CH2:4][CH2:3][CH2:2]1.C(O)C.O.[OH-].[Li+], predict the reaction product. The product is: [NH2:24][C@@:23]([C:18]1[CH:17]=[CH:16][C:15]2[C:20](=[CH:21][CH:22]=[C:13]([O:12][C@H:9]3[CH2:10][CH2:11][C@@H:6]([CH:1]4[CH2:5][CH2:4][CH2:3][CH2:2]4)[CH2:7][CH2:8]3)[C:14]=2[C:30]([F:32])([F:33])[F:31])[CH:19]=1)([CH3:29])[CH2:27][OH:26]. (2) Given the reactants [OH-].[Na+].C[O:4][C:5](=[O:31])[CH2:6][C:7]1[CH:8]=[C:9]2[C:13](=[CH:14][CH:15]=1)[N:12]([C:16]1[C:17]3[CH2:30][CH2:29][CH2:28][C:18]=3[N:19]=[C:20]([C:22]3[S:23][C:24]([Cl:27])=[CH:25][CH:26]=3)[N:21]=1)[CH2:11][CH2:10]2.Cl, predict the reaction product. The product is: [Cl:27][C:24]1[S:23][C:22]([C:20]2[N:21]=[C:16]([N:12]3[C:13]4[C:9](=[CH:8][C:7]([CH2:6][C:5]([OH:31])=[O:4])=[CH:15][CH:14]=4)[CH2:10][CH2:11]3)[C:17]3[CH2:30][CH2:29][CH2:28][C:18]=3[N:19]=2)=[CH:26][CH:25]=1. (3) Given the reactants [C:1](=[O:8])([O:5][CH2:6][CH3:7])OCC.CC(C)([O-])C.[K+].[CH3:15][C:16]([C:18]1[S:22][CH:21]=[CH:20][CH:19]=1)=[O:17].O, predict the reaction product. The product is: [O:17]=[C:16]([C:18]1[S:22][CH:21]=[CH:20][CH:19]=1)[CH2:15][C:1]([O:5][CH2:6][CH3:7])=[O:8]. (4) Given the reactants [Cl:1][C:2]1[CH:3]=[C:4]([C@@H:9]2[O:15][CH2:14][CH2:13][N:12]([C:16]([O:18][C:19]([CH3:22])([CH3:21])[CH3:20])=[O:17])[CH2:11][C@H:10]2[C:23](=[O:29])[NH:24][S:25]([CH3:28])(=[O:27])=[O:26])[CH:5]=[CH:6][C:7]=1[Cl:8].[C:30](=O)([O-])[O-].[K+].[K+].CI, predict the reaction product. The product is: [Cl:1][C:2]1[CH:3]=[C:4]([C@@H:9]2[O:15][CH2:14][CH2:13][N:12]([C:16]([O:18][C:19]([CH3:22])([CH3:21])[CH3:20])=[O:17])[CH2:11][C@H:10]2[C:23](=[O:29])[N:24]([CH3:30])[S:25]([CH3:28])(=[O:27])=[O:26])[CH:5]=[CH:6][C:7]=1[Cl:8]. (5) The product is: [Cl:32][C:23]1[CH:24]=[C:25]([C:28]([F:29])([F:30])[F:31])[CH:26]=[CH:27][C:22]=1[S:19]([NH:18][C:14]1[CH:15]=[C:16]([Cl:17])[C:11]([O:10][C:8]2[S:9][C:5]3[CH:4]=[CH:3][C:2]([NH:1][S:36]([CH3:35])(=[O:38])=[O:37])=[CH:34][C:6]=3[N:7]=2)=[C:12]([Cl:33])[CH:13]=1)(=[O:21])=[O:20]. Given the reactants [NH2:1][C:2]1[CH:3]=[CH:4][C:5]2[S:9][C:8]([O:10][C:11]3[C:16]([Cl:17])=[CH:15][C:14]([NH:18][S:19]([C:22]4[CH:27]=[CH:26][C:25]([C:28]([F:31])([F:30])[F:29])=[CH:24][C:23]=4[Cl:32])(=[O:21])=[O:20])=[CH:13][C:12]=3[Cl:33])=[N:7][C:6]=2[CH:34]=1.[CH3:35][S:36](Cl)(=[O:38])=[O:37], predict the reaction product. (6) The product is: [Cl:12][C:13]1[CH:14]=[C:15]([CH:20]=[CH:21][C:22]=1[Cl:23])[CH2:16][NH:17][C:18]([NH:11][C:6]1[CH:7]=[CH:8][CH:9]=[C:10]2[C:5]=1[CH:4]=[N:3][N:2]2[CH3:1])=[O:19]. Given the reactants [CH3:1][N:2]1[C:10]2[CH:9]=[CH:8][CH:7]=[C:6]([NH2:11])[C:5]=2[CH:4]=[N:3]1.[Cl:12][C:13]1[CH:14]=[C:15]([CH:20]=[CH:21][C:22]=1[Cl:23])[CH2:16][N:17]=[C:18]=[O:19], predict the reaction product.